Dataset: Full USPTO retrosynthesis dataset with 1.9M reactions from patents (1976-2016). Task: Predict the reactants needed to synthesize the given product. (1) Given the product [CH3:1][O:2][CH:3]([C:18]1[CH:19]=[N:20][CH:21]=[N:22][CH:23]=1)[C:4]1[CH:5]=[C:6]2[C:11](=[C:12]([C:14]([OH:16])=[O:15])[CH:13]=1)[N:10]=[CH:9][CH:8]=[CH:7]2, predict the reactants needed to synthesize it. The reactants are: [CH3:1][O:2][CH:3]([C:18]1[CH:19]=[N:20][CH:21]=[N:22][CH:23]=1)[C:4]1[CH:5]=[C:6]2[C:11](=[C:12]([C:14]([O:16]C)=[O:15])[CH:13]=1)[N:10]=[CH:9][CH:8]=[CH:7]2.[Li+].[OH-]. (2) Given the product [N+:14]([C:17]1[C:18]([N:23]2[CH2:28][CH2:27][C:26](=[CH:2][C:3]3[N:4]=[N:5][N:6]([C:8]4[CH:13]=[CH:12][CH:11]=[CH:10][CH:9]=4)[N:7]=3)[CH2:25][CH2:24]2)=[N:19][CH:20]=[CH:21][CH:22]=1)([O-:16])=[O:15], predict the reactants needed to synthesize it. The reactants are: Br[CH2:2][C:3]1[N:4]=[N:5][N:6]([C:8]2[CH:13]=[CH:12][CH:11]=[CH:10][CH:9]=2)[N:7]=1.[N+:14]([C:17]1[C:18]([N:23]2[CH2:28][CH2:27][C:26](=O)[CH2:25][CH2:24]2)=[N:19][CH:20]=[CH:21][CH:22]=1)([O-:16])=[O:15]. (3) Given the product [CH3:18][O:17][C:7]1[C:5]2[N:6]=[C:2]([NH:1][C:25]([C:23]3[O:24][C:20]([CH3:19])=[CH:21][CH:22]=3)=[O:26])[S:3][C:4]=2[C:10]([C:11]2[CH:16]=[CH:15][CH:14]=[CH:13][CH:12]=2)=[CH:9][CH:8]=1, predict the reactants needed to synthesize it. The reactants are: [NH2:1][C:2]1[S:3][C:4]2[C:10]([C:11]3[CH:16]=[CH:15][CH:14]=[CH:13][CH:12]=3)=[CH:9][CH:8]=[C:7]([O:17][CH3:18])[C:5]=2[N:6]=1.[CH3:19][C:20]1[O:24][C:23]([C:25](Cl)=[O:26])=[CH:22][CH:21]=1.